This data is from Forward reaction prediction with 1.9M reactions from USPTO patents (1976-2016). The task is: Predict the product of the given reaction. (1) The product is: [Cl:8][C:4]1[C:3]2[CH:9]([CH2:10][CH3:11])[O:12][C:13](=[O:15])[NH:1][C:2]=2[CH:7]=[CH:6][CH:5]=1. Given the reactants [NH2:1][C:2]1[CH:7]=[CH:6][CH:5]=[C:4]([Cl:8])[C:3]=1[CH:9]([OH:12])[CH2:10][CH3:11].[C:13](OCC)(=[O:15])C, predict the reaction product. (2) Given the reactants [C:1]1([C:7]2[CH:8]=[C:9]([N:13]3[CH2:18][CH2:17][N:16](C(OC(C)(C)C)=O)[CH2:15][CH2:14]3)[CH:10]=[N:11][CH:12]=2)[CH:6]=[CH:5][CH:4]=[CH:3][CH:2]=1.C(OCC)(=O)C.[ClH:32], predict the reaction product. The product is: [ClH:32].[ClH:32].[C:1]1([C:7]2[CH:8]=[C:9]([N:13]3[CH2:18][CH2:17][NH:16][CH2:15][CH2:14]3)[CH:10]=[N:11][CH:12]=2)[CH:2]=[CH:3][CH:4]=[CH:5][CH:6]=1. (3) The product is: [F:16][C:13]1[CH:14]=[CH:15][C:10]([N:1]2[CH:5]=[C:4]([CH2:6][CH2:7][OH:8])[CH:3]=[N:2]2)=[N:11][CH:12]=1. Given the reactants [NH:1]1[CH:5]=[C:4]([CH2:6][CH2:7][OH:8])[CH:3]=[N:2]1.F[C:10]1[CH:15]=[CH:14][C:13]([F:16])=[CH:12][N:11]=1.C([O-])([O-])=O.[Cs+].[Cs+].O, predict the reaction product. (4) Given the reactants [Cl:1][C:2]1[CH:10]=[CH:9][C:8]([N:11]2[C:16](=[O:17])[NH:15][C:14](=[O:18])[CH:13]=[N:12]2)=[CH:7][C:3]=1[C:4](O)=[O:5].S(Cl)([Cl:21])=O, predict the reaction product. The product is: [Cl:1][C:2]1[CH:10]=[CH:9][C:8]([N:11]2[C:16](=[O:17])[NH:15][C:14](=[O:18])[CH:13]=[N:12]2)=[CH:7][C:3]=1[C:4]([Cl:21])=[O:5]. (5) Given the reactants [N:1]12[CH2:8][CH2:7][CH:4]([CH2:5][CH2:6]1)[C@H:3]([NH:9][C:10]([C:12]1[CH:13]=[CH:14][CH:15]=[C:16]3[O:20][C:19]([CH:21]4[CH2:24][CH2:23][CH2:22]4)=[N:18][C:17]=13)=[O:11])[CH2:2]2.[ClH:25], predict the reaction product. The product is: [ClH:25].[N:1]12[CH2:8][CH2:7][CH:4]([CH2:5][CH2:6]1)[C@H:3]([NH:9][C:10]([C:12]1[CH:13]=[CH:14][CH:15]=[C:16]3[O:20][C:19]([CH:21]4[CH2:22][CH2:23][CH2:24]4)=[N:18][C:17]=13)=[O:11])[CH2:2]2.